This data is from Reaction yield outcomes from USPTO patents with 853,638 reactions. The task is: Predict the reaction yield, written as a fraction of the theoretical maximum amount of product (1.0 means a 100% yield; for example, 0.34 means a 34% yield). (1) The reactants are Br[C:2]1[C:7]([N+:8]([O-:10])=[O:9])=[CH:6][C:5]([CH3:11])=[CH:4][N:3]=1.[C:12]([Cu])#[N:13]. No catalyst specified. The product is [C:12]([C:2]1[C:7]([N+:8]([O-:10])=[O:9])=[CH:6][C:5]([CH3:11])=[CH:4][N:3]=1)#[N:13]. The yield is 0.790. (2) The catalyst is O. The reactants are CS(C)=O.[OH-].[K+].[NH:7]1[CH:11]=[CH:10][N:9]=[CH:8]1.[Br:12][C:13]1[CH:20]=[CH:19][C:16]([CH2:17]Br)=[CH:15][CH:14]=1. The product is [Br:12][C:13]1[CH:20]=[CH:19][C:16]([CH2:17][N:7]2[CH:11]=[CH:10][N:9]=[CH:8]2)=[CH:15][CH:14]=1. The yield is 0.530. (3) The reactants are [NH2:1][C:2]1[CH:7]=[C:6]([Cl:8])[C:5]([Cl:9])=[CH:4][C:3]=1[OH:10].[CH2:11]([O:13][C:14](=[O:17])[CH:15]=O)[CH3:12].CC(O)=O.[BH-](OC(C)=O)(OC(C)=O)OC(C)=O.[Na+]. The catalyst is C(Cl)Cl. The product is [Cl:9][C:5]1[C:6]([Cl:8])=[CH:7][C:2]([NH:1][CH2:15][C:14]([O:13][CH2:11][CH3:12])=[O:17])=[C:3]([OH:10])[CH:4]=1. The yield is 0.810. (4) The reactants are [Cl:1][C:2]1[N:7]=[CH:6][C:5]2[C:8](I)=[N:9][N:10]([CH:11]([CH3:13])[CH3:12])[C:4]=2[CH:3]=1.C(=O)([O-])[O-].[K+].[K+].[CH3:21][C:22]([NH2:25])([CH3:24])[CH3:23].N1CCC[C@H]1C(O)=O. The catalyst is CN(C)C=O.O.[Cu]I. The product is [C:22]([NH:25][C:8]1[C:5]2[CH:6]=[N:7][C:2]([Cl:1])=[CH:3][C:4]=2[N:10]([CH:11]([CH3:13])[CH3:12])[N:9]=1)([CH3:24])([CH3:23])[CH3:21]. The yield is 0.120. (5) The reactants are [F:1][C:2]1[CH:16]=[CH:15][C:5]([C:6]([C:8]2[CH:13]=[CH:12][C:11]([F:14])=[CH:10][CH:9]=2)=O)=[CH:4][CH:3]=1.Cl.[O:18]([NH2:20])[CH3:19]. The catalyst is C(O)C.N1C=CC=CC=1.C(OCC)(=O)C. The product is [CH3:19][O:18][N:20]=[C:6]([C:8]1[CH:13]=[CH:12][C:11]([F:14])=[CH:10][CH:9]=1)[C:5]1[CH:15]=[CH:16][C:2]([F:1])=[CH:3][CH:4]=1. The yield is 0.990. (6) The reactants are C1(C)C=CC(S([O:10][S:11]([C:14]2[CH:19]=[CH:18][C:17]([CH3:20])=[CH:16][CH:15]=2)(=[O:13])=[O:12])(=O)=O)=CC=1.C(N(CC)CC)C.[F:29][C:30]1[CH:35]=[CH:34][C:33]([C:36]2[CH:40]=[CH:39][N:38]([CH2:41][CH2:42][CH2:43]O)[C:37]=2[C:45]2[CH:50]=[CH:49][N:48]=[CH:47][CH:46]=2)=[CH:32][CH:31]=1. The catalyst is ClCCl. The product is [F:29][C:30]1[CH:35]=[CH:34][C:33]([C:36]2[CH:40]=[CH:39][N:38]([CH2:41][CH2:42][CH2:43][O:10][S:11]([C:14]3[CH:15]=[CH:16][C:17]([CH3:20])=[CH:18][CH:19]=3)(=[O:12])=[O:13])[C:37]=2[C:45]2[CH:46]=[CH:47][N:48]=[CH:49][CH:50]=2)=[CH:32][CH:31]=1. The yield is 0.530. (7) The reactants are [Br:1][C:2]1[CH:3]=[N:4][CH:5]=[C:6]2[C:11]=1[N:10]=[C:9]([C:12]([OH:14])=O)[CH:8]=[CH:7]2.[CH3:15][N:16]1CC[O:19][CH2:18][CH2:17]1.F[B-](F)(F)F.N1(OC(=[N+](C)C)N(C)C)C2C=CC=CC=2N=N1.CNCCO.C(=O)([O-])[O-].[Na+].[Na+].[Cl-].[Na+]. The catalyst is CN(C)C=O.O. The product is [OH:19][CH2:18][CH2:17][N:16]([CH3:15])[C:12]([C:9]1[CH:8]=[CH:7][C:6]2[C:11](=[C:2]([Br:1])[CH:3]=[N:4][CH:5]=2)[N:10]=1)=[O:14]. The yield is 0.570. (8) The reactants are S(=O)(=O)(O)O.[Br:6][C:7]1[CH:22]=[CH:21][C:10]([O:11][C:12]2[C:17]([C:18]([OH:20])=O)=[CH:16][N:15]=[CH:14][CH:13]=2)=[CH:9][CH:8]=1.[OH-].[Na+]. No catalyst specified. The product is [Br:6][C:7]1[CH:8]=[CH:9][C:10]2[O:11][C:12]3[CH:13]=[CH:14][N:15]=[CH:16][C:17]=3[C:18](=[O:20])[C:21]=2[CH:22]=1. The yield is 0.883.